Regression. Given a peptide amino acid sequence and an MHC pseudo amino acid sequence, predict their binding affinity value. This is MHC class II binding data. From a dataset of Peptide-MHC class II binding affinity with 134,281 pairs from IEDB. (1) The peptide sequence is FFHMNIYECKGVTVK. The MHC is DRB1_1201 with pseudo-sequence DRB1_1201. The binding affinity (normalized) is 0.545. (2) The peptide sequence is RSLSNKIKQKTKQIG. The MHC is HLA-DQA10501-DQB10402 with pseudo-sequence HLA-DQA10501-DQB10402. The binding affinity (normalized) is 0. (3) The peptide sequence is SMSLFEVDQTKIQYV. The MHC is DRB1_0901 with pseudo-sequence DRB1_0901. The binding affinity (normalized) is 0.518. (4) The peptide sequence is ETYKFIPSLEAAV. The binding affinity (normalized) is 0.637. The MHC is DRB1_0401 with pseudo-sequence DRB1_0401. (5) The peptide sequence is AALPAVGAAAGAPAA. The MHC is DRB1_0405 with pseudo-sequence DRB1_0405. The binding affinity (normalized) is 0.182.